Regression. Given a peptide amino acid sequence and an MHC pseudo amino acid sequence, predict their binding affinity value. This is MHC class I binding data. From a dataset of Peptide-MHC class I binding affinity with 185,985 pairs from IEDB/IMGT. (1) The peptide sequence is NYGQVVAAL. The MHC is HLA-A02:01 with pseudo-sequence HLA-A02:01. The binding affinity (normalized) is 0.210. (2) The peptide sequence is YPLHEQYGM. The MHC is HLA-A23:01 with pseudo-sequence HLA-A23:01. The binding affinity (normalized) is 0. (3) The peptide sequence is NKKPRLCTR. The MHC is HLA-A33:01 with pseudo-sequence HLA-A33:01. The binding affinity (normalized) is 0.235. (4) The peptide sequence is VGYQGARV. The MHC is H-2-Db with pseudo-sequence H-2-Db. The binding affinity (normalized) is 0.